Dataset: Full USPTO retrosynthesis dataset with 1.9M reactions from patents (1976-2016). Task: Predict the reactants needed to synthesize the given product. (1) The reactants are: CC1C=CC(C)=CC=1.[CH3:9][O:10][CH2:11][O:12][C:13]1[CH:14]=[C:15]([CH:19]=[C:20]([O:22][CH2:23][O:24][CH3:25])[CH:21]=1)[C:16](Cl)=O.[C:26]([O:29][C:30]1[CH:37]=[CH:36][C:33]([CH:34]=C)=[CH:32][CH:31]=1)(=[O:28])[CH3:27].CN1CCOCC1. Given the product [C:26]([O:29][C:30]1[CH:37]=[CH:36][C:33]([CH:34]=[CH:16][C:15]2[CH:14]=[C:13]([O:12][CH2:11][O:10][CH3:9])[CH:21]=[C:20]([O:22][CH2:23][O:24][CH3:25])[CH:19]=2)=[CH:32][CH:31]=1)(=[O:28])[CH3:27], predict the reactants needed to synthesize it. (2) Given the product [Br:26][C:9]1[CH:10]=[CH:11][C:3]([O:2][CH3:1])=[C:4]2[C:8]=1[N:7]([CH3:12])[N:6]=[C:5]2[NH2:13], predict the reactants needed to synthesize it. The reactants are: [CH3:1][O:2][C:3]1[CH:11]=[CH:10][CH:9]=[C:8]2[C:4]=1[C:5]([NH2:13])=[N:6][N:7]2[CH3:12].OS(O)(=O)=O.C1C(=O)N([Br:26])C(=O)C1. (3) Given the product [CH3:23][C:15]1[CH:16]=[C:17]([N+:20]([O-:22])=[O:21])[CH:18]=[CH:19][C:14]=1[N:10]1[CH2:9][CH2:8][C:7]2[C:12](=[CH:3][N:4]=[CH:5][CH:6]=2)[CH2:11]1, predict the reactants needed to synthesize it. The reactants are: Cl.Cl.[CH2:3]1[C:12]2[C:7](=[CH:8][CH:9]=[N:10][CH:11]=2)[CH2:6][CH2:5][NH:4]1.F[C:14]1[CH:19]=[CH:18][C:17]([N+:20]([O-:22])=[O:21])=[CH:16][C:15]=1[CH3:23].C(N(CC)C(C)C)(C)C.O.[Cl-].[Na+].O. (4) The reactants are: [N+:1]([C:4]1[CH:9]=[CH:8][C:7]([C:10]([CH3:15])([CH3:14])[C:11]([OH:13])=[O:12])=[CH:6][CH:5]=1)([O-:3])=[O:2].S(=O)(=O)(O)O.[CH3:21]O. Given the product [CH3:14][C:10]([C:7]1[CH:6]=[CH:5][C:4]([N+:1]([O-:3])=[O:2])=[CH:9][CH:8]=1)([CH3:15])[C:11]([O:13][CH3:21])=[O:12], predict the reactants needed to synthesize it. (5) Given the product [C:1]1([C:7]2[N:8]=[N:9][CH:10]=[C:11]([C:22]3[CH:23]=[CH:24][CH:25]=[CH:26][CH:27]=3)[C:12]=2[C:13]2[O:14][CH:15]=[C:16]([C:18](=[O:20])[CH3:28])[N:17]=2)[CH:2]=[CH:3][CH:4]=[CH:5][CH:6]=1, predict the reactants needed to synthesize it. The reactants are: [C:1]1([C:7]2[N:8]=[N:9][CH:10]=[C:11]([C:22]3[CH:27]=[CH:26][CH:25]=[CH:24][CH:23]=3)[C:12]=2[C:13]2[O:14][CH:15]=[C:16]([C:18]([O:20]C)=O)[N:17]=2)[CH:6]=[CH:5][CH:4]=[CH:3][CH:2]=1.[CH3:28][Mg+].[Br-]. (6) Given the product [Cl:14][CH2:15][CH:16]1[O:13][C:4]2[CH:5]=[C:6]([C:9]([F:11])([F:12])[F:10])[CH:7]=[CH:8][C:3]=2[CH2:2][O:1]1, predict the reactants needed to synthesize it. The reactants are: [OH:1][CH2:2][C:3]1[CH:8]=[CH:7][C:6]([C:9]([F:12])([F:11])[F:10])=[CH:5][C:4]=1[OH:13].[Cl:14][CH2:15][CH:16]=O.Cl.O. (7) Given the product [C:1]([O:5][C:6](=[O:19])[NH:7][C:8]1[CH:13]=[C:12]([C:14]([F:17])([F:16])[F:15])[CH:11]=[C:10]([N:24]2[CH2:25][CH2:26][N:21]([CH3:20])[CH2:22][CH2:23]2)[CH:9]=1)([CH3:4])([CH3:3])[CH3:2], predict the reactants needed to synthesize it. The reactants are: [C:1]([O:5][C:6](=[O:19])[NH:7][C:8]1[CH:13]=[C:12]([C:14]([F:17])([F:16])[F:15])[CH:11]=[C:10](Br)[CH:9]=1)([CH3:4])([CH3:3])[CH3:2].[CH3:20][N:21]1[CH2:26][CH2:25][NH:24][CH2:23][CH2:22]1.CC([O-])(C)C.[Na+].C(P(C(C)(C)C)C(C)(C)C)(C)(C)C. (8) Given the product [NH2:23][C:24]1[CH:29]=[C:28]([C:2]2[C:3]([F:22])=[CH:4][N:5]3[C:10]([C:11]=2[CH3:12])=[C:9]([CH:13]2[CH2:15][CH2:14]2)[CH:8]=[C:7]([C:16]([O:18][CH2:19][CH3:20])=[O:17])[C:6]3=[O:21])[CH:27]=[CH:26][CH:25]=1, predict the reactants needed to synthesize it. The reactants are: Cl[C:2]1[C:3]([F:22])=[CH:4][N:5]2[C:10]([C:11]=1[CH3:12])=[C:9]([CH:13]1[CH2:15][CH2:14]1)[CH:8]=[C:7]([C:16]([O:18][CH2:19][CH3:20])=[O:17])[C:6]2=[O:21].[NH2:23][C:24]1[CH:25]=[C:26](B(O)O)[CH:27]=[CH:28][CH:29]=1.